From a dataset of Forward reaction prediction with 1.9M reactions from USPTO patents (1976-2016). Predict the product of the given reaction. (1) Given the reactants [F-].C([N+](CCCC)(CCCC)CCCC)CCC.[Si]([O:26][C:27]1[CH:39]=[CH:38][C:30]([CH2:31][C:32]2[N:37]=[CH:36][CH:35]=[CH:34][N:33]=2)=[CH:29][CH:28]=1)(C(C)(C)C)(C)C, predict the reaction product. The product is: [N:33]1[CH:34]=[CH:35][CH:36]=[N:37][C:32]=1[CH2:31][C:30]1[CH:38]=[CH:39][C:27]([OH:26])=[CH:28][CH:29]=1. (2) Given the reactants [CH:1]1([C:4]2[O:5][CH:6]=[N:7][N:8]=2)[CH2:3][CH2:2]1.[Li]CCCC.[Mg+2].[Br-].[Br-].O(CC)CC.[C:22]([O:26][C:27](=[O:34])[NH:28][CH:29]([CH:32]=[O:33])[CH2:30][CH3:31])([CH3:25])([CH3:24])[CH3:23], predict the reaction product. The product is: [C:22]([O:26][C:27](=[O:34])[NH:28][CH:29]([CH:32]([C:6]1[O:5][C:4]([CH:1]2[CH2:3][CH2:2]2)=[N:8][N:7]=1)[OH:33])[CH2:30][CH3:31])([CH3:23])([CH3:24])[CH3:25]. (3) Given the reactants Cl[C:2]1[C:7]2[CH2:8][CH2:9][N:10]([C:11]([N:13]([CH3:15])[CH3:14])=[O:12])[C:6]=2[CH:5]=[CH:4][N:3]=1.C(=[NH:29])(C1C=CC=CC=1)C1C=CC=CC=1.CC([O-])(C)C.[Na+].C1C=CC(P(C2C(C3C(P(C4C=CC=CC=4)C4C=CC=CC=4)=CC=C4C=3C=CC=C4)=C3C(C=CC=C3)=CC=2)C2C=CC=CC=2)=CC=1.N#N, predict the reaction product. The product is: [NH2:29][C:2]1[C:7]2[CH2:8][CH2:9][N:10]([C:11]([N:13]([CH3:15])[CH3:14])=[O:12])[C:6]=2[CH:5]=[CH:4][N:3]=1. (4) Given the reactants [C:1]([C:3]1[CH:13]=[CH:12][C:6]([C:7]([O:9][CH2:10][CH3:11])=[O:8])=[CH:5][C:4]=1[NH:14][C@H:15]1[CH2:20][CH2:19][C@H:18]([NH:21]C(OC(C)(C)C)=O)[CH2:17][CH2:16]1)#[N:2], predict the reaction product. The product is: [NH2:21][C@H:18]1[CH2:19][CH2:20][C@H:15]([NH:14][C:4]2[CH:5]=[C:6]([CH:12]=[CH:13][C:3]=2[C:1]#[N:2])[C:7]([O:9][CH2:10][CH3:11])=[O:8])[CH2:16][CH2:17]1.